This data is from Reaction yield outcomes from USPTO patents with 853,638 reactions. The task is: Predict the reaction yield, written as a fraction of the theoretical maximum amount of product (1.0 means a 100% yield; for example, 0.34 means a 34% yield). The reactants are [Cl:1][C:2]1[C:3]([C:21](=O)[CH2:22][CH:23]2[CH2:28][CH2:27][N:26]([C:29]([O:31][C:32]([CH3:35])([CH3:34])[CH3:33])=[O:30])[CH2:25][CH2:24]2)=[C:4]2[CH:10]=[CH:9][N:8]([Si](C(C)C)(C(C)C)C(C)C)[C:5]2=[N:6][CH:7]=1.[NH2:37][NH2:38].CC(O)=O. The catalyst is CCO. The product is [Cl:1][C:2]1[C:3]([C:21](=[N:37][NH2:38])[CH2:22][CH:23]2[CH2:28][CH2:27][N:26]([C:29]([O:31][C:32]([CH3:35])([CH3:34])[CH3:33])=[O:30])[CH2:25][CH2:24]2)=[C:4]2[CH:10]=[CH:9][NH:8][C:5]2=[N:6][CH:7]=1. The yield is 0.440.